Dataset: Catalyst prediction with 721,799 reactions and 888 catalyst types from USPTO. Task: Predict which catalyst facilitates the given reaction. Reactant: [CH2:1]([O:3][C:4]([C:6]1[C:18]([CH2:19][CH2:20][C:21]2[CH:26]=[CH:25][C:24]([C:27]([F:30])([F:29])[F:28])=[CH:23][CH:22]=2)=[N:17][C:9]2[C@H:10]3[N:14]([C:15](=[O:16])[C:8]=2[C:7]=1[C:31]1[CH:39]=[CH:38][C:34]([C:35]([OH:37])=O)=[CH:33][CH:32]=1)[CH2:13][CH2:12][CH2:11]3)=[O:5])[CH3:2].[CH3:40][CH2:41][N:42]=[C:43]=[N:44][CH2:45][CH2:46][CH2:47][N:48](C)C.NCCCN1C=CN=C1. Product: [N:44]1([CH2:45][CH2:46][CH2:47][NH:48][C:35]([C:34]2[CH:38]=[CH:39][C:31]([C:7]3[C:8]4[C:15](=[O:16])[N:14]5[C@H:10]([C:9]=4[N:17]=[C:18]([CH2:19][CH2:20][C:21]4[CH:26]=[CH:25][C:24]([C:27]([F:30])([F:29])[F:28])=[CH:23][CH:22]=4)[C:6]=3[C:4]([O:3][CH2:1][CH3:2])=[O:5])[CH2:11][CH2:12][CH2:13]5)=[CH:32][CH:33]=2)=[O:37])[CH:40]=[CH:41][N:42]=[CH:43]1. The catalyst class is: 4.